From a dataset of Forward reaction prediction with 1.9M reactions from USPTO patents (1976-2016). Predict the product of the given reaction. (1) Given the reactants Cl.Cl.[NH2:3][CH2:4][CH2:5][N:6]1[C:14]2[C:13]([NH:15][C:16]3[CH:21]=[CH:20][C:19]([O:22][C:23]4[CH:28]=[CH:27][CH:26]=[C:25]([O:29][CH2:30][CH:31]5[CH2:33][CH2:32]5)[CH:24]=4)=[C:18]([Cl:34])[CH:17]=3)=[N:12][CH:11]=[N:10][C:9]=2[CH:8]=[CH:7]1.[CH3:35][C:36]([S:41]([CH3:44])(=[O:43])=[O:42])([CH3:40])[C:37](O)=[O:38].ON1C2C=CC=CC=2N=N1.Cl.C(N=C=NCCCN(C)C)C, predict the reaction product. The product is: [Cl:34][C:18]1[CH:17]=[C:16]([NH:15][C:13]2[C:14]3[N:6]([CH2:5][CH2:4][NH:3][C:37](=[O:38])[C:36]([CH3:40])([S:41]([CH3:44])(=[O:43])=[O:42])[CH3:35])[CH:7]=[CH:8][C:9]=3[N:10]=[CH:11][N:12]=2)[CH:21]=[CH:20][C:19]=1[O:22][C:23]1[CH:28]=[CH:27][CH:26]=[C:25]([O:29][CH2:30][CH:31]2[CH2:33][CH2:32]2)[CH:24]=1. (2) Given the reactants [OH:1]/[N:2]=[C:3](/[C:6]1[CH:7]=[N:8][CH:9]=[CH:10][CH:11]=1)\[C:4]#[N:5].[C:12]([O:16][C:17](=[O:27])[NH:18][C:19]1[CH:24]=[CH:23][CH:22]=[C:21]([CH2:25]Cl)[N:20]=1)([CH3:15])([CH3:14])[CH3:13].[I-].[K+].C(=O)([O-])[O-].[Cs+].[Cs+], predict the reaction product. The product is: [C:4]([C:3](=[N:2][O:1][CH2:25][C:21]1[N:20]=[C:19]([NH:18][C:17](=[O:27])[O:16][C:12]([CH3:14])([CH3:13])[CH3:15])[CH:24]=[CH:23][CH:22]=1)[C:6]1[CH:7]=[N:8][CH:9]=[CH:10][CH:11]=1)#[N:5]. (3) Given the reactants [CH2:1]([N:8]1CC[C:11](O)(O)[C:10]([F:17])([F:16])[CH2:9]1)[C:2]1[CH:7]=[CH:6][CH:5]=[CH:4][CH:3]=1.C(OC(OC(C)(C)C)=O)(OC(C)(C)C)=O.[H][H].F[C:36]1(F)C(O)(O)CC[N:38]([C:44]([O:46][C:47]([CH3:50])([CH3:49])[CH3:48])=[O:45])[CH2:37]1.C(N)C1C=CC=CC=1.[BH-](OC(C)=O)(OC(C)=O)OC(C)=O.[Na+].Cl.C([O-])(O)=O.[Na+], predict the reaction product. The product is: [CH2:1]([NH:8][CH:9]1[CH2:36][CH2:37][N:38]([C:44]([O:46][C:47]([CH3:50])([CH3:49])[CH3:48])=[O:45])[CH2:11][C:10]1([F:16])[F:17])[C:2]1[CH:3]=[CH:4][CH:5]=[CH:6][CH:7]=1. (4) Given the reactants [CH2:1]([O:3][C:4]([CH:6]1[CH2:11][N:10](C(C2C=CC=CC=2)C2C=CC=CC=2)[CH2:9][CH2:8][NH:7]1)=[O:5])[CH3:2].C1(C(C2C=CC=CC=2)CC(O)=O)C=CC=CC=1.C(Cl)CCl, predict the reaction product. The product is: [CH2:1]([O:3][C:4]([CH:6]1[CH2:11][NH:10][CH2:9][CH2:8][NH:7]1)=[O:5])[CH3:2]. (5) Given the reactants [C:12]([O:11][C:9](O[C:9]([O:11][C:12]([CH3:15])([CH3:14])[CH3:13])=[O:10])=[O:10])([CH3:15])([CH3:14])[CH3:13].[NH2:16][CH2:17][CH2:18][C:19]1[CH:20]=[C:21]([CH:23]=[CH:24][CH:25]=1)[NH2:22], predict the reaction product. The product is: [C:12]([O:11][C:9](=[O:10])[NH:16][CH2:17][CH2:18][C:19]1[CH:25]=[CH:24][CH:23]=[C:21]([NH2:22])[CH:20]=1)([CH3:13])([CH3:14])[CH3:15]. (6) Given the reactants C(N(CC)CC)C.[CH3:8][O:9][C:10]1[CH:26]=[CH:25][C:13]([CH2:14][NH:15][CH2:16][C:17]2[CH:22]=[CH:21][C:20]([O:23][CH3:24])=[CH:19][CH:18]=2)=[CH:12][CH:11]=1.Cl[C:28]1[C:33]([N+:34]([O-:36])=[O:35])=[C:32]([NH:37][CH2:38][CH2:39][C:40]2[CH:45]=[CH:44][CH:43]=[CH:42][CH:41]=2)[CH:31]=[C:30]([CH2:46][CH2:47][CH2:48][CH2:49][CH3:50])[N:29]=1, predict the reaction product. The product is: [CH3:24][O:23][C:20]1[CH:21]=[CH:22][C:17]([CH2:16][N:15]([CH2:14][C:13]2[CH:12]=[CH:11][C:10]([O:9][CH3:8])=[CH:26][CH:25]=2)[C:28]2[C:33]([N+:34]([O-:36])=[O:35])=[C:32]([NH:37][CH2:38][CH2:39][C:40]3[CH:45]=[CH:44][CH:43]=[CH:42][CH:41]=3)[CH:31]=[C:30]([CH2:46][CH2:47][CH2:48][CH2:49][CH3:50])[N:29]=2)=[CH:18][CH:19]=1.